This data is from Catalyst prediction with 721,799 reactions and 888 catalyst types from USPTO. The task is: Predict which catalyst facilitates the given reaction. (1) Reactant: [C:1]([C:5]1[CH:28]=[CH:27][CH:26]=[CH:25][C:6]=1[O:7][CH2:8][CH2:9][N:10]([CH3:24])[C:11](=[O:23])[NH:12][C:13]1[CH:22]=[CH:21][CH:20]=[CH:19][C:14]=1[C:15]([O:17]C)=[O:16])([CH3:4])([CH3:3])[CH3:2].O[Li].O.Cl. Product: [C:1]([C:5]1[CH:28]=[CH:27][CH:26]=[CH:25][C:6]=1[O:7][CH2:8][CH2:9][N:10]([CH3:24])[C:11](=[O:23])[NH:12][C:13]1[CH:22]=[CH:21][CH:20]=[CH:19][C:14]=1[C:15]([OH:17])=[O:16])([CH3:4])([CH3:2])[CH3:3]. The catalyst class is: 20. (2) Reactant: [S:1](=[O:4])(=O)=[O:2].C[N:6](C)C=O.[CH2:10]([C:14]1[S:15][CH:16]=[CH:17][C:18]=1[CH3:19])[CH:11]([CH3:13])[CH3:12].S(Cl)(Cl)=O. Product: [CH2:10]([C:14]1[S:15][C:16]([S:1]([NH2:6])(=[O:4])=[O:2])=[CH:17][C:18]=1[CH3:19])[CH:11]([CH3:13])[CH3:12]. The catalyst class is: 4. (3) Reactant: [Cl:1][C:2]1[CH:10]=[C:9]([C@H:11]([O:13][CH2:14][C:15]2([C:28]3[CH:33]=[CH:32][C:31]([F:34])=[CH:30][CH:29]=3)[CH2:20][CH2:19][N:18]([C:21]([O:23][C:24]([CH3:27])([CH3:26])[CH3:25])=[O:22])[CH2:17][CH2:16]2)[CH3:12])[C:8]2[C:4](=[CH:5][N:6](COCC[Si](C)(C)C)[N:7]=2)[CH:3]=1.C(OC(OC(C)(C)C)=O)(OC(C)(C)C)=O. Product: [Cl:1][C:2]1[CH:3]=[C:4]2[C:8](=[C:9]([C@H:11]([O:13][CH2:14][C:15]3([C:28]4[CH:29]=[CH:30][C:31]([F:34])=[CH:32][CH:33]=4)[CH2:20][CH2:19][N:18]([C:21]([O:23][C:24]([CH3:26])([CH3:27])[CH3:25])=[O:22])[CH2:17][CH2:16]3)[CH3:12])[CH:10]=1)[NH:7][N:6]=[CH:5]2. The catalyst class is: 55. (4) Reactant: [NH2:1][C:2]1[NH:6][N:5]=[C:4]([C:7]2[CH:12]=[CH:11][C:10]([O:13][C:14]3[CH:19]=[CH:18][CH:17]=[CH:16][CH:15]=3)=[CH:9][CH:8]=2)[C:3]=1[C:20]([NH2:22])=[O:21].C([O-])([O-])=O.[K+].[K+].F[C:30]1[CH:35]=[CH:34][C:33]([N+:36]([O-:38])=[O:37])=[CH:32][C:31]=1[CH2:39][C:40](OC)=[O:41]. Product: [N+:36]([C:33]1[CH:34]=[CH:35][C:30]2[N:6]3[N:5]=[C:4]([C:7]4[CH:8]=[CH:9][C:10]([O:13][C:14]5[CH:19]=[CH:18][CH:17]=[CH:16][CH:15]=5)=[CH:11][CH:12]=4)[C:3]([C:20]([NH2:22])=[O:21])=[C:2]3[NH:1][C:40](=[O:41])[CH2:39][C:31]=2[CH:32]=1)([O-:38])=[O:37]. The catalyst class is: 3. (5) Reactant: [C:1]([C:3]1([C:6]2[CH:7]=[C:8]([CH:12]=[CH:13][CH:14]=2)[C:9]([OH:11])=O)[CH2:5][CH2:4]1)#[N:2].C(Cl)(=O)C(Cl)=O.CN(C)C=O.[NH2:26][C:27]1[C:28]([F:52])=[CH:29][C:30]([Cl:51])=[C:31]([CH:50]=1)[O:32][C:33]1[CH:47]=[CH:46][C:36]2[N:37]=[C:38]([NH:40][C:41]([CH:43]3[CH2:45][CH2:44]3)=[O:42])[S:39][C:35]=2[C:34]=1[C:48]#[N:49]. Product: [Cl:51][C:30]1[C:31]([O:32][C:33]2[CH:47]=[CH:46][C:36]3[N:37]=[C:38]([NH:40][C:41]([CH:43]4[CH2:45][CH2:44]4)=[O:42])[S:39][C:35]=3[C:34]=2[C:48]#[N:49])=[CH:50][C:27]([NH:26][C:9](=[O:11])[C:8]2[CH:12]=[CH:13][CH:14]=[C:6]([C:3]3([C:1]#[N:2])[CH2:4][CH2:5]3)[CH:7]=2)=[C:28]([F:52])[CH:29]=1. The catalyst class is: 54.